The task is: Predict which catalyst facilitates the given reaction.. This data is from Catalyst prediction with 721,799 reactions and 888 catalyst types from USPTO. (1) Reactant: [CH3:1][C:2]1[S:6][C:5]([C:7]2[N:8]([Si](C(C)C)(C(C)C)C(C)C)[CH:9]=[CH:10][CH:11]=2)=[N:4][CH:3]=1.[F-].C([N+](CCCC)(CCCC)CCCC)CCC.O. Product: [CH3:1][C:2]1[S:6][C:5]([C:7]2[NH:8][CH:9]=[CH:10][CH:11]=2)=[N:4][CH:3]=1. The catalyst class is: 7. (2) Reactant: [OH:1][C:2]([CH:4]([C:6]1[CH:15]=[CH:14][C:9]([CH2:10][CH:11]([CH3:13])[CH3:12])=[CH:8][CH:7]=1)[CH3:5])=[O:3].C(N(C(C)C)C(C)C)(C)C.[CH2:26]([C:28]([O:30][CH:31](I)[C:32]([O:34][CH:35]([CH3:37])[CH3:36])=[O:33])=[S:29])[CH3:27]. Product: [CH2:26]([C:28]([O:30][CH:31]([O:3][C:2](=[O:1])[CH:4]([C:6]1[CH:7]=[CH:8][C:9]([CH2:10][CH:11]([CH3:12])[CH3:13])=[CH:14][CH:15]=1)[CH3:5])[C:32]([O:34][CH:35]([CH3:36])[CH3:37])=[O:33])=[S:29])[CH3:27]. The catalyst class is: 4. (3) Reactant: [N+:1]([O-])([OH:3])=[O:2].[CH2:5]([O:7][C:8](=[O:16])[C:9]1[CH:14]=[CH:13][CH:12]=[C:11]([NH2:15])[CH:10]=1)[CH3:6].[N:17]#[C:18][NH2:19]. Product: [N:1]([OH:3])=[O:2].[CH2:5]([O:7][C:8]([C:9]1[CH:10]=[C:11]([NH:15][C:18]([NH2:19])=[NH:17])[CH:12]=[CH:13][CH:14]=1)=[O:16])[CH3:6]. The catalyst class is: 8. (4) Reactant: [CH3:1][O:2][CH:3]([O:21][CH3:22])[C:4]1[CH:5]=[C:6]([S:13][C:14]2[CH:15]=[C:16]([NH2:20])[CH:17]=[CH:18][CH:19]=2)[CH:7]=[CH:8][C:9]=1[N+:10]([O-:12])=[O:11].[C:23]1([S:29](Cl)(=[O:31])=[O:30])[CH:28]=[CH:27][CH:26]=[CH:25][CH:24]=1. Product: [CH3:22][O:21][CH:3]([O:2][CH3:1])[C:4]1[CH:5]=[C:6]([S:13][C:14]2[CH:15]=[C:16]([NH:20][S:29]([C:23]3[CH:28]=[CH:27][CH:26]=[CH:25][CH:24]=3)(=[O:31])=[O:30])[CH:17]=[CH:18][CH:19]=2)[CH:7]=[CH:8][C:9]=1[N+:10]([O-:12])=[O:11]. The catalyst class is: 1.